Dataset: Full USPTO retrosynthesis dataset with 1.9M reactions from patents (1976-2016). Task: Predict the reactants needed to synthesize the given product. Given the product [Cl:1][C:2]1[C:3]([C:26]2[N:30]3[CH:31]=[CH:32][CH:33]=[CH:34][C:29]3=[N:28][CH:27]=2)=[N:4][C:5]([NH:8][C:9]2[CH:14]=[CH:13][C:12]([CH2:15][C:16]([N:18]3[CH2:23][CH2:22][O:38][CH2:20][CH2:19]3)=[O:17])=[CH:11][C:10]=2[O:24][CH3:25])=[N:6][CH:7]=1, predict the reactants needed to synthesize it. The reactants are: [Cl:1][C:2]1[C:3]([C:26]2[N:30]3[CH:31]=[CH:32][CH:33]=[CH:34][C:29]3=[N:28][CH:27]=2)=[N:4][C:5]([NH:8][C:9]2[CH:14]=[CH:13][C:12]([CH2:15][C:16]([N:18]3[CH2:23][CH2:22]N[CH2:20][CH2:19]3)=[O:17])=[CH:11][C:10]=2[O:24][CH3:25])=[N:6][CH:7]=1.N1CC[O:38]CC1.CN(C(ON1N=NC2C=CC=NC1=2)=[N+](C)C)C.F[P-](F)(F)(F)(F)F.